From a dataset of NCI-60 drug combinations with 297,098 pairs across 59 cell lines. Regression. Given two drug SMILES strings and cell line genomic features, predict the synergy score measuring deviation from expected non-interaction effect. Drug 1: CC1=C2C(C(=O)C3(C(CC4C(C3C(C(C2(C)C)(CC1OC(=O)C(C(C5=CC=CC=C5)NC(=O)OC(C)(C)C)O)O)OC(=O)C6=CC=CC=C6)(CO4)OC(=O)C)OC)C)OC. Drug 2: CNC(=O)C1=NC=CC(=C1)OC2=CC=C(C=C2)NC(=O)NC3=CC(=C(C=C3)Cl)C(F)(F)F. Cell line: DU-145. Synergy scores: CSS=69.8, Synergy_ZIP=1.70, Synergy_Bliss=3.41, Synergy_Loewe=-2.17, Synergy_HSA=6.65.